This data is from Catalyst prediction with 721,799 reactions and 888 catalyst types from USPTO. The task is: Predict which catalyst facilitates the given reaction. (1) Reactant: [CH3:1][O:2][C:3]1[CH:4]=[CH:5][C:6]([NH:12][C:13]2[N:17]([C:18]3[CH:23]=[CH:22][CH:21]=[CH:20][CH:19]=3)[N:16]=[CH:15][CH:14]=2)=[C:7]([CH:11]=1)[C:8](O)=[O:9].Cl.[CH2:25]([NH2:32])[C:26]1[CH:31]=[CH:30][CH:29]=[CH:28][CH:27]=1.CCN=C=NCCCN(C)C.C1C=CC2N(O)N=NC=2C=1.C(N(CC)CC)C. Product: [CH2:25]([NH:32][C:8](=[O:9])[C:7]1[CH:11]=[C:3]([O:2][CH3:1])[CH:4]=[CH:5][C:6]=1[NH:12][C:13]1[N:17]([C:18]2[CH:23]=[CH:22][CH:21]=[CH:20][CH:19]=2)[N:16]=[CH:15][CH:14]=1)[C:26]1[CH:31]=[CH:30][CH:29]=[CH:28][CH:27]=1. The catalyst class is: 3. (2) The catalyst class is: 5. Reactant: C[O:2][C:3](=[O:21])/[CH:4]=[CH:5]/[C:6]1[CH:11]=[C:10]([Cl:12])[CH:9]=[CH:8][C:7]=1[NH:13][C:14]([O:16][C:17]([CH3:20])([CH3:19])[CH3:18])=[O:15].[OH-].[Na+]. Product: [C:17]([O:16][C:14]([NH:13][C:7]1[CH:8]=[CH:9][C:10]([Cl:12])=[CH:11][C:6]=1/[CH:5]=[CH:4]/[C:3]([OH:21])=[O:2])=[O:15])([CH3:20])([CH3:18])[CH3:19]. (3) Reactant: [CH2:1]([C:3]1[CH:4]=[CH:5][C:6]([O:17][CH2:18][CH2:19][CH2:20][CH:21]([OH:23])[CH3:22])=[C:7]([C:9]([C:11]2[CH:16]=[CH:15][CH:14]=[CH:13][CH:12]=2)=[O:10])[CH:8]=1)[CH3:2].[CH3:24][S:25](Cl)(=[O:27])=[O:26]. Product: [C:9]([C:7]1[CH:8]=[C:3]([CH2:1][CH3:2])[CH:4]=[CH:5][C:6]=1[O:17][CH2:18][CH2:19][CH2:20][CH:21]([O:23][S:25]([CH3:24])(=[O:27])=[O:26])[CH3:22])(=[O:10])[C:11]1[CH:12]=[CH:13][CH:14]=[CH:15][CH:16]=1. The catalyst class is: 2. (4) Reactant: [N:1]1([CH2:6][C:7]2[CH2:16][CH2:15][C:14]3[CH:13]=[C:12]([NH2:17])[CH:11]=[CH:10][C:9]=3[CH:8]=2)[CH2:5][CH2:4][CH2:3][CH2:2]1.N1C=CC=C[CH:19]=1.[C:24](Cl)(=O)[O:25]C1C=CC=CC=1.Cl.[F:35][C:36]1[CH:41]=[CH:40][C:39]([CH:42]2[CH2:47][CH2:46][NH:45][CH2:44][CH2:43]2)=[CH:38][CH:37]=1.[OH-].[Na+]. Product: [F:35][C:36]1[CH:41]=[CH:40][C:39]([CH:42]2[CH2:43][CH2:44][N:45]([C:24]([NH:17][C:12]3[CH:11]=[CH:10][C:9]4[CH:8]=[C:7]([CH2:6][N:1]5[CH2:5][CH2:4][CH2:3][CH2:2][CH2:19]5)[CH2:16][CH2:15][C:14]=4[CH:13]=3)=[O:25])[CH2:46][CH2:47]2)=[CH:38][CH:37]=1. The catalyst class is: 253. (5) Reactant: [Na].[NH:2]1[CH:6]=[CH:5][N:4]=[CH:3]1.Br[CH2:8][C:9]([O:11][CH2:12][CH3:13])=[O:10]. Product: [CH2:12]([O:11][C:9](=[O:10])[CH2:8][N:2]1[CH:6]=[CH:5][N:4]=[CH:3]1)[CH3:13]. The catalyst class is: 8. (6) Reactant: [C:1]([O:5][C:6](=[O:33])[NH:7][CH:8]([C:28]1[NH:29][CH:30]=[CH:31][N:32]=1)[CH2:9][C:10]1[CH:18]=[C:17]([CH3:19])[C:16]2[C:12](=[CH:13][N:14]([CH2:20][O:21][CH2:22][CH2:23][Si:24]([CH3:27])([CH3:26])[CH3:25])[N:15]=2)[CH:11]=1)([CH3:4])([CH3:3])[CH3:2].[F:34][C:35]1[CH:36]=[C:37]([CH:40]=[C:41]([F:43])[CH:42]=1)[CH2:38]Br.C(=O)([O-])[O-].[K+].[K+]. Product: [F:34][C:35]1[CH:36]=[C:37]([CH:40]=[C:41]([F:43])[CH:42]=1)[CH2:38][N:32]1[CH:31]=[CH:30][N:29]=[C:28]1[CH:8]([NH:7][C:6](=[O:33])[O:5][C:1]([CH3:4])([CH3:2])[CH3:3])[CH2:9][C:10]1[CH:18]=[C:17]([CH3:19])[C:16]2[C:12](=[CH:13][N:14]([CH2:20][O:21][CH2:22][CH2:23][Si:24]([CH3:25])([CH3:27])[CH3:26])[N:15]=2)[CH:11]=1. The catalyst class is: 9.